From a dataset of TCR-epitope binding with 47,182 pairs between 192 epitopes and 23,139 TCRs. Binary Classification. Given a T-cell receptor sequence (or CDR3 region) and an epitope sequence, predict whether binding occurs between them. (1) The epitope is LLWNGPMAV. The TCR CDR3 sequence is CASSFRGQGADEQFF. Result: 0 (the TCR does not bind to the epitope). (2) The epitope is AYAQKIFKI. The TCR CDR3 sequence is CASSQEGGLPPYEQYF. Result: 0 (the TCR does not bind to the epitope). (3) The epitope is CINGVCWTV. The TCR CDR3 sequence is CASSLGDSNGYTF. Result: 0 (the TCR does not bind to the epitope). (4) The epitope is TLIGDCATV. The TCR CDR3 sequence is CASRPMFGSSMNTEAFF. Result: 1 (the TCR binds to the epitope).